From a dataset of Full USPTO retrosynthesis dataset with 1.9M reactions from patents (1976-2016). Predict the reactants needed to synthesize the given product. (1) The reactants are: C(OC([N:8]1[CH2:11][CH:10]([NH:12][C:13]2[CH:22]=[C:21]3[C:16]([C:17](=[O:44])[N:18]([C:23]4[CH:24]=[C:25]([NH:30][C:31](=[O:43])[C:32]5[CH:37]=[CH:36][CH:35]=[C:34]([C:38]([C:41]#[N:42])([CH3:40])[CH3:39])[CH:33]=5)[CH:26]=[CH:27][C:28]=4[CH3:29])[CH:19]=[N:20]3)=[CH:15][CH:14]=2)[CH2:9]1)=O)(C)(C)C.Cl. Given the product [NH:8]1[CH2:9][CH:10]([NH:12][C:13]2[CH:22]=[C:21]3[C:16]([C:17](=[O:44])[N:18]([C:23]4[CH:24]=[C:25]([NH:30][C:31](=[O:43])[C:32]5[CH:37]=[CH:36][CH:35]=[C:34]([C:38]([C:41]#[N:42])([CH3:40])[CH3:39])[CH:33]=5)[CH:26]=[CH:27][C:28]=4[CH3:29])[CH:19]=[N:20]3)=[CH:15][CH:14]=2)[CH2:11]1, predict the reactants needed to synthesize it. (2) Given the product [C:24]([C:23]1[C:18]([N:15]2[CH2:14][CH2:13][N:12]([C:10](=[O:11])[C@H:9]([NH:8][C:6](=[O:7])[O:5][C:1]([CH3:4])([CH3:2])[CH3:3])[CH2:30][C:31]3[CH:36]=[CH:35][C:34]([Cl:37])=[CH:33][CH:32]=3)[CH2:17][CH2:16]2)=[C:19]2[CH:29]=[CH:28][NH:27][C:20]2=[N:21][CH:22]=1)(=[O:25])[NH2:40], predict the reactants needed to synthesize it. The reactants are: [C:1]([O:5][C:6]([NH:8][C@H:9]([CH2:30][C:31]1[CH:36]=[CH:35][C:34]([Cl:37])=[CH:33][CH:32]=1)[C:10]([N:12]1[CH2:17][CH2:16][N:15]([C:18]2[C:23]([C:24](O)=[O:25])=[CH:22][N:21]=[C:20]3[NH:27][CH:28]=[CH:29][C:19]=23)[CH2:14][CH2:13]1)=[O:11])=[O:7])([CH3:4])([CH3:3])[CH3:2].CC[N:40](C(C)C)C(C)C.CN(C(ON1N=NC2C=CC=CC1=2)=[N+](C)C)C.F[P-](F)(F)(F)(F)F. (3) Given the product [C:1]([C:5]1[CH:10]=[CH:9][C:8]([NH:11][C:12]([NH:13][C@H:14]([CH:20]([CH3:22])[CH3:21])[CH2:15][CH2:16][OH:17])=[O:23])=[CH:7][CH:6]=1)([CH3:4])([CH3:3])[CH3:2], predict the reactants needed to synthesize it. The reactants are: [C:1]([C:5]1[CH:10]=[CH:9][C:8]([NH:11][C:12](=[O:23])[NH:13][C@H:14]([CH:20]([CH3:22])[CH3:21])[CH2:15][C:16](OC)=[O:17])=[CH:7][CH:6]=1)([CH3:4])([CH3:3])[CH3:2].[Li+].[BH4-]. (4) Given the product [C:1]([C:3]1[CH:4]=[C:5]([N:9]([CH2:14][C:15]2[CH:20]=[CH:19][CH:18]=[C:17]([C:24]3[CH:23]=[N:22][CH:27]=[CH:26][CH:25]=3)[CH:16]=2)[C:10](=[O:13])[CH2:11][CH3:12])[CH:6]=[CH:7][CH:8]=1)#[N:2], predict the reactants needed to synthesize it. The reactants are: [C:1]([C:3]1[CH:4]=[C:5]([N:9]([CH2:14][C:15]2[CH:20]=[CH:19][CH:18]=[C:17](I)[CH:16]=2)[C:10](=[O:13])[CH2:11][CH3:12])[CH:6]=[CH:7][CH:8]=1)#[N:2].[N:22]1[CH:27]=[CH:26][CH:25]=[C:24](B(O)O)[CH:23]=1. (5) Given the product [Br:1][C:2]1[CH:3]=[C:4]([CH:8]=[CH:9][C:10]=1[F:11])[C:5]([O:7][CH3:17])=[O:6], predict the reactants needed to synthesize it. The reactants are: [Br:1][C:2]1[CH:3]=[C:4]([CH:8]=[CH:9][C:10]=1[F:11])[C:5]([OH:7])=[O:6].S(=O)(=O)(O)O.[C:17](=O)([O-])O.[Na+]. (6) Given the product [ClH:28].[ClH:35].[NH:8]1[CH2:13][CH2:12][CH:11]([CH:14]([C:29]2[CH:30]=[N:31][CH:32]=[CH:33][CH:34]=2)[CH2:15][NH:16][C:17]([C:19]2[C:20]([Cl:28])=[C:21]3[C:25](=[CH:26][CH:27]=2)[NH:24][CH:23]=[CH:22]3)=[O:18])[CH2:10][CH2:9]1, predict the reactants needed to synthesize it. The reactants are: C(OC([N:8]1[CH2:13][CH2:12][CH:11]([CH:14]([C:29]2[CH:30]=[N:31][CH:32]=[CH:33][CH:34]=2)[CH2:15][NH:16][C:17]([C:19]2[C:20]([Cl:28])=[C:21]3[C:25](=[CH:26][CH:27]=2)[NH:24][CH:23]=[CH:22]3)=[O:18])[CH2:10][CH2:9]1)=O)(C)(C)C.[ClH:35].O1CCOCC1. (7) Given the product [CH3:1][O:2][C:3](=[O:41])[C:4]1[CH:9]=[C:8]([N:10]2[CH:14]=[C:13]([C:15]3[CH:20]=[CH:19][C:18]([Cl:21])=[CH:17][C:16]=3[Cl:22])[N:12]=[C:11]2[CH2:23][C:24]2[CH:25]=[CH:26][C:27]([C:30]3[CH:35]=[CH:34][C:33]([O:36][C:49]4[CH:50]=[CH:51][C:46]([C:42]([CH3:45])([CH3:44])[CH3:43])=[CH:47][CH:48]=4)=[CH:32][CH:31]=3)=[CH:28][CH:29]=2)[CH:7]=[CH:6][C:5]=1[C:37]([F:38])([F:39])[F:40], predict the reactants needed to synthesize it. The reactants are: [CH3:1][O:2][C:3](=[O:41])[C:4]1[CH:9]=[C:8]([N:10]2[CH:14]=[C:13]([C:15]3[CH:20]=[CH:19][C:18]([Cl:21])=[CH:17][C:16]=3[Cl:22])[N:12]=[C:11]2[CH2:23][C:24]2[CH:29]=[CH:28][C:27]([C:30]3[CH:35]=[CH:34][C:33]([OH:36])=[CH:32][CH:31]=3)=[CH:26][CH:25]=2)[CH:7]=[CH:6][C:5]=1[C:37]([F:40])([F:39])[F:38].[C:42]([C:46]1[CH:51]=[CH:50][C:49](B(O)O)=[CH:48][CH:47]=1)([CH3:45])([CH3:44])[CH3:43].